From a dataset of Reaction yield outcomes from USPTO patents with 853,638 reactions. Predict the reaction yield, written as a fraction of the theoretical maximum amount of product (1.0 means a 100% yield; for example, 0.34 means a 34% yield). The reactants are [CH3:1][O:2][C:3]1[CH:12]=[CH:11][CH:10]=[C:9]2[C:4]=1[CH2:5][CH:6]([NH2:13])[CH2:7][O:8]2.Br[CH2:15][CH2:16][CH2:17][C:18]1[C:26]2[C:21](=[CH:22][CH:23]=[C:24]([F:27])[CH:25]=2)[NH:20][CH:19]=1.C(N(CC)CC)C.C(Cl)Cl.CO. The catalyst is CS(C)=O. The product is [F:27][C:24]1[CH:25]=[C:26]2[C:21](=[CH:22][CH:23]=1)[NH:20][CH:19]=[C:18]2[CH2:17][CH2:16][CH2:15][NH:13][CH:6]1[CH2:5][C:4]2[C:9](=[CH:10][CH:11]=[CH:12][C:3]=2[O:2][CH3:1])[O:8][CH2:7]1. The yield is 1.00.